This data is from Reaction yield outcomes from USPTO patents with 853,638 reactions. The task is: Predict the reaction yield, written as a fraction of the theoretical maximum amount of product (1.0 means a 100% yield; for example, 0.34 means a 34% yield). The reactants are [N+:1]([C:4]1[CH:9]=[CH:8][CH:7]=[CH:6][C:5]=1[CH2:10][C:11](=O)[CH3:12])([O-])=O.C([O-])(=O)C.[Na+]. The catalyst is [Fe].C(O)(=O)C. The product is [CH3:12][C:11]1[NH:1][C:4]2[C:5]([CH:10]=1)=[CH:6][CH:7]=[CH:8][CH:9]=2. The yield is 0.680.